The task is: Regression. Given two drug SMILES strings and cell line genomic features, predict the synergy score measuring deviation from expected non-interaction effect.. This data is from Merck oncology drug combination screen with 23,052 pairs across 39 cell lines. (1) Drug 1: O=S1(=O)NC2(CN1CC(F)(F)F)C1CCC2Cc2cc(C=CCN3CCC(C(F)(F)F)CC3)ccc2C1. Drug 2: N.N.O=C(O)C1(C(=O)O)CCC1.[Pt]. Cell line: KPL1. Synergy scores: synergy=14.3. (2) Drug 1: NC(=O)c1cccc2cn(-c3ccc(C4CCCNC4)cc3)nc12. Synergy scores: synergy=19.8. Cell line: NCIH520. Drug 2: NC1(c2ccc(-c3nc4ccn5c(=O)[nH]nc5c4cc3-c3ccccc3)cc2)CCC1. (3) Synergy scores: synergy=7.39. Drug 2: CCN(CC)CCNC(=O)c1c(C)[nH]c(C=C2C(=O)Nc3ccc(F)cc32)c1C. Drug 1: N.N.O=C(O)C1(C(=O)O)CCC1.[Pt]. Cell line: COLO320DM. (4) Drug 1: O=C(O)C1(Cc2cccc(Nc3nccs3)n2)CCC(Oc2cccc(Cl)c2F)CC1. Drug 2: C#Cc1cccc(Nc2ncnc3cc(OCCOC)c(OCCOC)cc23)c1. Cell line: ZR751. Synergy scores: synergy=28.7. (5) Drug 1: NC1(c2ccc(-c3nc4ccn5c(=O)[nH]nc5c4cc3-c3ccccc3)cc2)CCC1. Drug 2: O=C(NOCC(O)CO)c1ccc(F)c(F)c1Nc1ccc(I)cc1F. Cell line: HT144. Synergy scores: synergy=21.8.